Dataset: Full USPTO retrosynthesis dataset with 1.9M reactions from patents (1976-2016). Task: Predict the reactants needed to synthesize the given product. (1) The reactants are: C([N:5]1[CH:9]([CH2:10][NH:11][S:12]([CH3:15])(=[O:14])=[O:13])[C:8]2[CH:16]=[C:17]([C:20]3[C:28]4[C:23](=[CH:24][C:25]([F:29])=[CH:26][CH:27]=4)[NH:22][CH:21]=3)[CH:18]=[CH:19][C:7]=2[S:6]1(=[O:31])=[O:30])(C)(C)C.Cl.CO. Given the product [F:29][C:25]1[CH:24]=[C:23]2[C:28]([C:20]([C:17]3[CH:18]=[CH:19][C:7]4[S:6](=[O:31])(=[O:30])[NH:5][CH:9]([CH2:10][NH:11][S:12]([CH3:15])(=[O:14])=[O:13])[C:8]=4[CH:16]=3)=[CH:21][NH:22]2)=[CH:27][CH:26]=1, predict the reactants needed to synthesize it. (2) Given the product [NH2:24][C@H:19]1[C@H:20]([F:23])[CH2:21][O:22][C@H:16]([C:15]2[N:14]([CH3:32])[N:13]=[CH:12][C:11]=2[NH:10][C:8](=[O:9])[C:6]2[CH:5]=[CH:4][C:3]([F:33])=[C:2]([C:39]3[CH:38]=[CH:37][CH:36]=[C:35]([F:34])[C:40]=3[F:41])[N:7]=2)[CH2:17][CH2:18]1, predict the reactants needed to synthesize it. The reactants are: Br[C:2]1[N:7]=[C:6]([C:8]([NH:10][C:11]2[CH:12]=[N:13][N:14]([CH3:32])[C:15]=2[C@H:16]2[O:22][CH2:21][C@@H:20]([F:23])[C@H:19]([NH:24]C(=O)OC(C)(C)C)[CH2:18][CH2:17]2)=[O:9])[CH:5]=[CH:4][C:3]=1[F:33].[F:34][C:35]1[C:40]([F:41])=[CH:39][CH:38]=[CH:37][C:36]=1B(O)O. (3) Given the product [NH2:6][CH2:5][C:4]1[CH:11]=[C:12]([F:14])[CH:13]=[C:2]([Cl:1])[C:3]=1[OH:15], predict the reactants needed to synthesize it. The reactants are: [Cl:1][C:2]1[C:3]([OH:15])=[C:4]([CH:11]=[C:12]([F:14])[CH:13]=1)[CH2:5][NH:6]C(=O)CCl.[OH-].[Na+]. (4) Given the product [C:16]([NH:19][C:10]1[CH:2]=[CH:1][C:4]([N:11]2[N:15]=[CH:14][CH:13]=[N:12]2)=[C:5]([CH:9]=1)[C:6]([OH:8])=[O:7])(=[O:18])[CH3:17], predict the reactants needed to synthesize it. The reactants are: [CH3:1][C:2]1[CH:10]=[CH:9][C:5]([C:6]([OH:8])=[O:7])=[C:4]([N:11]2[N:15]=[CH:14][CH:13]=[N:12]2)N=1.[C:16]([NH:19]C1C=CC(Br)=C(C=1)C(O)=O)(=[O:18])[CH3:17].BrC1C=C(OC)C(OC)=CC=1C(O)=O. (5) Given the product [NH2:38][C:4]1[CH:9]=[C:8]([O:10][C:11]2[CH:16]=[CH:15][C:14]([NH:17][C:18]([C:20]3[C:21](=[O:35])[N:22]([C:29]4[CH:30]=[CH:31][CH:32]=[CH:33][CH:34]=4)[N:23]4[CH2:28][CH2:27][O:26][CH2:25][C:24]=34)=[O:19])=[CH:13][CH:12]=2)[CH:7]=[CH:6][N:5]=1, predict the reactants needed to synthesize it. The reactants are: C([C:4]1[CH:9]=[C:8]([O:10][C:11]2[CH:16]=[CH:15][C:14]([NH:17][C:18]([C:20]3[C:21](=[O:35])[N:22]([C:29]4[CH:34]=[CH:33][CH:32]=[CH:31][CH:30]=4)[N:23]4[CH2:28][CH2:27][O:26][CH2:25][C:24]=34)=[O:19])=[CH:13][CH:12]=2)[CH:7]=[CH:6][N:5]=1)(=O)N.CC#[N:38].O.C(OI(C1C=CC=CC=1)OC(=O)C)(=O)C. (6) Given the product [C:16]([O:15][C:14]([NH:13][C:3]1[S:4][C:5]2[C:6](=[N:7][CH:8]=[CH:9][C:10]=2[O:11][CH3:12])[C:2]=1[C:26]([OH:28])=[O:27])=[O:20])([CH3:19])([CH3:18])[CH3:17], predict the reactants needed to synthesize it. The reactants are: Br[C:2]1[C:6]2=[N:7][CH:8]=[CH:9][C:10]([O:11][CH3:12])=[C:5]2[S:4][C:3]=1[NH:13][C:14](=[O:20])[O:15][C:16]([CH3:19])([CH3:18])[CH3:17].[Li]CCCC.[C:26](=[O:28])=[O:27].Cl. (7) The reactants are: [Cl:1][C:2]1[CH:7]=[CH:6][CH:5]=[C:4]([O:8]C)[C:3]=1[C:10]1[CH:15]=[CH:14][CH:13]=[CH:12][C:11]=1[Cl:16]. Given the product [Cl:16][C:11]1[CH:12]=[CH:13][CH:14]=[CH:15][C:10]=1[C:3]1[C:4]([OH:8])=[CH:5][CH:6]=[CH:7][C:2]=1[Cl:1], predict the reactants needed to synthesize it. (8) The reactants are: [Cl:1][C:2]1[CH:7]=[CH:6][C:5]([C:8]2([F:20])[CH2:13][CH2:12][N:11]([CH2:14][CH2:15][C:16]([O:18][CH3:19])=[O:17])[CH2:10][CH2:9]2)=[CH:4][CH:3]=1.C[Si](C)(C)[N-][Si](C)(C)C.[Li+].[CH2:31](Br)[C:32]1[CH:37]=[CH:36][CH:35]=[CH:34][CH:33]=1. Given the product [CH2:31]([C:15]([CH2:8][C:5]1[CH:6]=[CH:7][CH:2]=[CH:3][CH:4]=1)([CH2:14][N:11]1[CH2:10][CH2:9][C:8]([C:5]2[CH:4]=[CH:3][C:2]([Cl:1])=[CH:7][CH:6]=2)([F:20])[CH2:13][CH2:12]1)[C:16]([O:18][CH3:19])=[O:17])[C:32]1[CH:37]=[CH:36][CH:35]=[CH:34][CH:33]=1, predict the reactants needed to synthesize it. (9) Given the product [C:17]1(=[CH:9][C:10]([O:12][CH2:13][CH3:14])=[O:11])[CH2:22][CH2:21][CH2:20][CH2:19][CH2:18]1, predict the reactants needed to synthesize it. The reactants are: C(OP([CH2:9][C:10]([O:12][CH2:13][CH3:14])=[O:11])(OCC)=O)C.[H-].[Na+].[C:17]1(=O)[CH2:22][CH2:21][CH2:20][CH2:19][CH2:18]1.[NH4+].[Cl-]. (10) Given the product [C:8]([O:27][C:24](=[O:25])[NH:16][CH2:15][C:13]1[CH:12]=[CH:11][C:9]2[S:10][C:6]([CH2:4][OH:5])=[CH:7][C:8]=2[CH:14]=1)([CH3:14])([CH3:9])[CH3:7], predict the reactants needed to synthesize it. The reactants are: C(O[C:4]([C:6]1[S:10][C:9]2[CH:11]=[CH:12][C:13]([CH2:15][N:16]3[C:24](=[O:25])C4C(=CC=CC=4)C3=O)=[CH:14][C:8]=2[CH:7]=1)=[O:5])C.[OH2:27].NN.O.[H-].[Al+3].[Li+].[H-].[H-].[H-].